This data is from Full USPTO retrosynthesis dataset with 1.9M reactions from patents (1976-2016). The task is: Predict the reactants needed to synthesize the given product. (1) Given the product [C:12]([O:11][C:9]([N:6]1[CH2:7][CH2:8][CH:3]([CH2:2][N:1]2[C:19](=[O:20])[CH2:18][CH2:17][C:16]2=[O:21])[CH2:4][CH2:5]1)=[O:10])([CH3:15])([CH3:14])[CH3:13], predict the reactants needed to synthesize it. The reactants are: [NH2:1][CH2:2][CH:3]1[CH2:8][CH2:7][N:6]([C:9]([O:11][C:12]([CH3:15])([CH3:14])[CH3:13])=[O:10])[CH2:5][CH2:4]1.[C:16]1(=O)[O:21][C:19](=[O:20])[CH2:18][CH2:17]1.C(N1C=CN=C1)(N1C=CN=C1)=O.O. (2) The reactants are: [CH3:1][O:2][C:3](=[O:15])[C:4]1[C:5](=[C:10](I)[CH:11]=[CH:12][CH:13]=1)[C:6]([O:8][CH3:9])=[O:7].[CH:16]([C:19]1[CH:25]=[CH:24][C:22]([NH2:23])=[CH:21][CH:20]=1)([CH3:18])[CH3:17].C1C=CC(P(C2C(C3C(P(C4C=CC=CC=4)C4C=CC=CC=4)=CC=C4C=3C=CC=C4)=C3C(C=CC=C3)=CC=2)C2C=CC=CC=2)=CC=1.C(=O)([O-])[O-].[Cs+].[Cs+]. Given the product [CH3:1][O:2][C:3](=[O:15])[C:4]1[C:5](=[C:10]([NH:23][C:22]2[CH:24]=[CH:25][C:19]([CH:16]([CH3:18])[CH3:17])=[CH:20][CH:21]=2)[CH:11]=[CH:12][CH:13]=1)[C:6]([O:8][CH3:9])=[O:7], predict the reactants needed to synthesize it. (3) Given the product [OH:1][C@@H:2]([CH2:18][N:19]([C:24]1[CH:29]=[CH:28][C:27]([O:30][CH2:34][C:35]#[N:36])=[CH:26][CH:25]=1)[CH2:20][CH:21]([CH3:23])[CH3:22])[CH2:3][O:4][C:5]1[C:17]2[C:16]3[C:11](=[CH:12][CH:13]=[CH:14][CH:15]=3)[NH:10][C:9]=2[CH:8]=[CH:7][CH:6]=1, predict the reactants needed to synthesize it. The reactants are: [OH:1][C@@H:2]([CH2:18][N:19]([C:24]1[CH:29]=[CH:28][C:27]([OH:30])=[CH:26][CH:25]=1)[CH2:20][CH:21]([CH3:23])[CH3:22])[CH2:3][O:4][C:5]1[C:17]2[C:16]3[C:11](=[CH:12][CH:13]=[CH:14][CH:15]=3)[NH:10][C:9]=2[CH:8]=[CH:7][CH:6]=1.[H-].[Na+].Br[CH2:34][C:35]#[N:36].O. (4) Given the product [Br:19][C:15]1[CH:14]=[C:13]([C@@H:11]([N:7]2[CH2:6][CH2:5][C@@:4]([C:20]3[CH:21]=[CH:22][C:23]([F:26])=[CH:24][CH:25]=3)([CH2:1][C:2](=[O:31])[CH3:3])[O:9][C:8]2=[O:10])[CH3:12])[CH:18]=[CH:17][CH:16]=1, predict the reactants needed to synthesize it. The reactants are: [CH2:1]([C@@:4]1([C:20]2[CH:25]=[CH:24][C:23]([F:26])=[CH:22][CH:21]=2)[O:9][C:8](=[O:10])[N:7]([C@H:11]([C:13]2[CH:18]=[CH:17][CH:16]=[C:15]([Br:19])[CH:14]=2)[CH3:12])[CH2:6][CH2:5]1)[CH:2]=[CH2:3].CN(C=[O:31])C.O=O.